This data is from Forward reaction prediction with 1.9M reactions from USPTO patents (1976-2016). The task is: Predict the product of the given reaction. Given the reactants [F:1][C:2]1[C:7]([F:8])=[CH:6][C:5]([F:9])=[C:4]([F:10])[C:3]=1[OH:11].C(=O)([O-])[O-].[K+].[K+].Br[CH2:19][CH2:20][CH2:21][CH3:22].O, predict the reaction product. The product is: [CH2:19]([O:11][C:3]1[C:2]([F:1])=[C:7]([F:8])[CH:6]=[C:5]([F:9])[C:4]=1[F:10])[CH2:20][CH2:21][CH3:22].